From a dataset of Acute oral toxicity (LD50) regression data from Zhu et al.. Regression/Classification. Given a drug SMILES string, predict its toxicity properties. Task type varies by dataset: regression for continuous values (e.g., LD50, hERG inhibition percentage) or binary classification for toxic/non-toxic outcomes (e.g., AMES mutagenicity, cardiotoxicity, hepatotoxicity). Dataset: ld50_zhu. (1) The compound is CCOP(=S)(OCC)Oc1cnc2ccccc2n1. The rat oral LD50 is 4.06, given as -log10 of the dose in mol/kg body weight (higher means more acutely toxic). (2) The molecule is O=C1NC(=O)C(c2ccccc2)(c2ccccc2)N1. The rat oral LD50 is 2.19, given as -log10 of the dose in mol/kg body weight (higher means more acutely toxic). (3) The molecule is COc1ccc(SP(=S)(CCl)OC(C)C)cc1. The rat oral LD50 is 3.46, given as -log10 of the dose in mol/kg body weight (higher means more acutely toxic). (4) The drug is CCC(C)c1ccc(Oc2ccc(C)cc2CC(=O)O)c(Cl)c1. The rat oral LD50 is 2.48, given as -log10 of the dose in mol/kg body weight (higher means more acutely toxic). (5) The compound is CCCc1ccc(O)cc1. The rat oral LD50 is 2.44, given as -log10 of the dose in mol/kg body weight (higher means more acutely toxic). (6) The drug is N#CC(Cl)(Cl)CCl. The rat oral LD50 is 2.80, given as -log10 of the dose in mol/kg body weight (higher means more acutely toxic). (7) The molecule is CCCN(CC)S(=O)(=O)CCNC(=O)N(CCCl)N=O. The rat oral LD50 is 3.12, given as -log10 of the dose in mol/kg body weight (higher means more acutely toxic). (8) The molecule is CNC(=O)Oc1cc(C)ccc1C(C)C. The rat oral LD50 is 2.62, given as -log10 of the dose in mol/kg body weight (higher means more acutely toxic).